Dataset: Reaction yield outcomes from USPTO patents with 853,638 reactions. Task: Predict the reaction yield, written as a fraction of the theoretical maximum amount of product (1.0 means a 100% yield; for example, 0.34 means a 34% yield). The reactants are [ClH:1].CCOC(C)=O.C(OC(=O)[NH:14][C:15]1([CH3:32])[CH2:18][N:17]([CH:19]([C:26]2[CH:31]=[CH:30][CH:29]=[CH:28][CH:27]=2)[C:20]2[CH:25]=[CH:24][CH:23]=[CH:22][CH:21]=2)[CH2:16]1)(C)(C)C. No catalyst specified. The product is [ClH:1].[CH:19]([N:17]1[CH2:18][C:15]([NH2:14])([CH3:32])[CH2:16]1)([C:26]1[CH:31]=[CH:30][CH:29]=[CH:28][CH:27]=1)[C:20]1[CH:21]=[CH:22][CH:23]=[CH:24][CH:25]=1. The yield is 0.980.